Dataset: Serine/threonine kinase 33 screen with 319,792 compounds. Task: Binary Classification. Given a drug SMILES string, predict its activity (active/inactive) in a high-throughput screening assay against a specified biological target. (1) The drug is s1c2ncn(c(=O)c2c(c2cc([N+]([O-])=O)ccc2)c1)CC(=O)NCc1occc1. The result is 0 (inactive). (2) The molecule is O1c2c(OCC1)ccc(c2)/C=N\NC(=O)CNc1ccccc1. The result is 0 (inactive). (3) The molecule is S\1\C(=C/c2c(OC)cc(N3CCCC3)c(OC)c2)C(=O)N(CCCOC)C1=N\c1ccccc1. The result is 0 (inactive). (4) The molecule is S(c1nc2[nH]c3c(c2nn1)cc(cc3)CC)Cc1oc(nn1)c1ccc(cc1)C. The result is 0 (inactive). (5) The drug is S(c1nc2n([nH]cc2c(=O)n1)c1ccc(cc1)C)C(C)C(OC)=O. The result is 0 (inactive). (6) The result is 0 (inactive). The compound is S(=O)(=O)(N1CCC(CC1)C(=O)NC(C(C)C)C(=O)NCc1ccccc1)c1ccccc1. (7) The drug is s1c(CCNC(=O)C2ON=C(C2)c2cc([N+]([O-])=O)ccc2)ccc1. The result is 0 (inactive).